Dataset: Full USPTO retrosynthesis dataset with 1.9M reactions from patents (1976-2016). Task: Predict the reactants needed to synthesize the given product. (1) Given the product [Cl:27][C:24]1[CH:25]=[CH:26][C:17]([NH:16][C:13]([C:11]2[S:12][C:8]([C:5]3[CH:4]=[CH:3][C:2]([F:1])=[CH:7][CH:6]=3)=[CH:9][CH:10]=2)=[O:15])=[C:18]([CH:23]=1)[C:19]([OH:21])=[O:20], predict the reactants needed to synthesize it. The reactants are: [F:1][C:2]1[CH:7]=[CH:6][C:5]([C:8]2[S:12][C:11]([C:13]([OH:15])=O)=[CH:10][CH:9]=2)=[CH:4][CH:3]=1.[NH2:16][C:17]1[CH:26]=[CH:25][C:24]([Cl:27])=[CH:23][C:18]=1[C:19]([O:21]C)=[O:20]. (2) Given the product [CH3:12][C:10]([O:9][C:8]([NH:7][CH2:6][C@H:3]1[CH2:4][CH2:5][N:1]([C:23]([O:25][CH2:26][C:27]2[CH:32]=[CH:31][CH:30]=[CH:29][CH:28]=2)=[O:24])[CH2:2]1)=[O:14])([CH3:11])[CH3:13], predict the reactants needed to synthesize it. The reactants are: [NH:1]1[CH2:5][CH2:4][C@H:3]([CH2:6][NH:7][C:8](=[O:14])[O:9][C:10]([CH3:13])([CH3:12])[CH3:11])[CH2:2]1.C(N(CC)CC)C.Cl[C:23]([O:25][CH2:26][C:27]1[CH:32]=[CH:31][CH:30]=[CH:29][CH:28]=1)=[O:24].O. (3) The reactants are: CC[N:3]([CH:7]([CH3:9])C)[CH:4](C)C.[Br:10][C:11]1[C:12](Cl)=[N:13][CH:14]=[C:15]([CH:30]=1)[C:16]([NH:18][C:19]1[CH:24]=[CH:23][C:22]([O:25][C:26]([F:29])([F:28])[F:27])=[CH:21][CH:20]=1)=[O:17].C[CH:33]([OH:35])C. Given the product [Br:10][C:11]1[C:12]([N:3]2[CH2:4][CH:9]([CH2:33][OH:35])[CH2:7]2)=[N:13][CH:14]=[C:15]([CH:30]=1)[C:16]([NH:18][C:19]1[CH:24]=[CH:23][C:22]([O:25][C:26]([F:29])([F:28])[F:27])=[CH:21][CH:20]=1)=[O:17], predict the reactants needed to synthesize it. (4) The reactants are: [CH3:1][C:2]1[CH:7]=[CH:6][C:5]([C:8]2[CH:9]=[C:10]([S:14](Cl)(=[O:16])=[O:15])[CH:11]=[CH:12][CH:13]=2)=[CH:4][CH:3]=1.[NH2:18][C:19]1[CH:20]=[C:21]([C:25]2[NH:29][N:28]=[N:27][N:26]=2)[CH:22]=[CH:23][CH:24]=1. Given the product [C:2]1([CH3:1])[CH:7]=[CH:6][C:5]([C:8]2[CH:9]=[C:10]([S:14]([NH:18][C:19]3[CH:24]=[CH:23][CH:22]=[C:21]([C:25]4[NH:29][N:28]=[N:27][N:26]=4)[CH:20]=3)(=[O:16])=[O:15])[CH:11]=[CH:12][CH:13]=2)=[CH:4][CH:3]=1, predict the reactants needed to synthesize it. (5) The reactants are: [H-].[Na+].[C:3]1([CH3:16])[CH:8]=[CH:7][C:6]([C:9]([NH:11][CH2:12][C:13](=[O:15])[CH3:14])=[O:10])=[CH:5][CH:4]=1.I[CH2:18][CH2:19][CH2:20][CH2:21][CH2:22][CH2:23][O:24][C:25]([CH3:32])([CH3:31])[C:26]([O:28][CH2:29][CH3:30])=[O:27]. Given the product [C:13]([CH:12]([NH:11][C:9]([C:6]1[CH:5]=[CH:4][C:3]([CH3:16])=[CH:8][CH:7]=1)=[O:10])[CH2:18][CH2:19][CH2:20][CH2:21][CH2:22][CH2:23][O:24][C:25]([CH3:31])([CH3:32])[C:26]([O:28][CH2:29][CH3:30])=[O:27])(=[O:15])[CH3:14], predict the reactants needed to synthesize it. (6) Given the product [CH3:11][N:7]1[CH2:6][CH2:5][CH2:4][CH2:3][CH2:2][C:1]1=[O:8], predict the reactants needed to synthesize it. The reactants are: [C:1]1(=[O:8])[NH:7][CH2:6][CH2:5][CH2:4][CH2:3][CH2:2]1.[H-].[Na+].[CH3:11]I. (7) Given the product [CH3:1][O:2][C:3](=[O:16])[C:4]1[CH:9]=[C:8]([CH2:10][CH:11]([CH3:13])[CH3:12])[C:7]([O:14][CH3:15])=[N:6][CH:5]=1, predict the reactants needed to synthesize it. The reactants are: [CH3:1][O:2][C:3](=[O:16])[C:4]1[CH:9]=[C:8]([CH:10]=[C:11]([CH3:13])[CH3:12])[C:7]([O:14][CH3:15])=[N:6][CH:5]=1. (8) Given the product [CH3:13][C:8]1[CH:9]=[CH:10][CH:11]=[CH:12][C:7]=1[NH:6][C:4](=[O:5])[C:3]1[CH:2]=[CH:17][CH:16]=[CH:15][C:14]=1[Si:18]([CH3:21])([CH3:20])[CH3:19], predict the reactants needed to synthesize it. The reactants are: Br[C:2]1[CH:17]=[CH:16][CH:15]=[C:14]([Si:18]([CH3:21])([CH3:20])[CH3:19])[C:3]=1[C:4]([NH:6][C:7]1[CH:12]=[CH:11][CH:10]=[CH:9][C:8]=1[CH3:13])=[O:5].C1COCC1.[Li]C(CC)C.C(O)(=O)CC(CC(O)=O)(C(O)=O)O.